This data is from NCI-60 drug combinations with 297,098 pairs across 59 cell lines. The task is: Regression. Given two drug SMILES strings and cell line genomic features, predict the synergy score measuring deviation from expected non-interaction effect. Drug 1: C1=CC(=CC=C1CCC2=CNC3=C2C(=O)NC(=N3)N)C(=O)NC(CCC(=O)O)C(=O)O. Drug 2: CC=C1C(=O)NC(C(=O)OC2CC(=O)NC(C(=O)NC(CSSCCC=C2)C(=O)N1)C(C)C)C(C)C. Cell line: KM12. Synergy scores: CSS=63.9, Synergy_ZIP=-6.97, Synergy_Bliss=-10.4, Synergy_Loewe=-52.8, Synergy_HSA=-7.17.